Dataset: NCI-60 drug combinations with 297,098 pairs across 59 cell lines. Task: Regression. Given two drug SMILES strings and cell line genomic features, predict the synergy score measuring deviation from expected non-interaction effect. (1) Drug 1: C1=CC=C(C=C1)NC(=O)CCCCCCC(=O)NO. Drug 2: C1C(C(OC1N2C=NC3=C2NC=NCC3O)CO)O. Cell line: OVCAR-8. Synergy scores: CSS=13.7, Synergy_ZIP=-5.84, Synergy_Bliss=0.818, Synergy_Loewe=-9.32, Synergy_HSA=-0.355. (2) Drug 1: CCC1=CC2CC(C3=C(CN(C2)C1)C4=CC=CC=C4N3)(C5=C(C=C6C(=C5)C78CCN9C7C(C=CC9)(C(C(C8N6C)(C(=O)OC)O)OC(=O)C)CC)OC)C(=O)OC.C(C(C(=O)O)O)(C(=O)O)O. Drug 2: C1=CC(=C2C(=C1NCCNCCO)C(=O)C3=C(C=CC(=C3C2=O)O)O)NCCNCCO. Cell line: SNB-75. Synergy scores: CSS=63.0, Synergy_ZIP=1.08, Synergy_Bliss=2.16, Synergy_Loewe=-8.14, Synergy_HSA=5.82. (3) Drug 1: CC12CCC(CC1=CCC3C2CCC4(C3CC=C4C5=CN=CC=C5)C)O. Drug 2: C1CN(CCN1C(=O)CCBr)C(=O)CCBr. Cell line: OVCAR3. Synergy scores: CSS=13.2, Synergy_ZIP=-2.97, Synergy_Bliss=1.59, Synergy_Loewe=-1.58, Synergy_HSA=0.447. (4) Drug 1: CC=C1C(=O)NC(C(=O)OC2CC(=O)NC(C(=O)NC(CSSCCC=C2)C(=O)N1)C(C)C)C(C)C. Drug 2: C1CN1C2=NC(=NC(=N2)N3CC3)N4CC4. Cell line: SK-MEL-2. Synergy scores: CSS=38.3, Synergy_ZIP=-2.10, Synergy_Bliss=2.32, Synergy_Loewe=-10.4, Synergy_HSA=1.92. (5) Drug 1: CNC(=O)C1=CC=CC=C1SC2=CC3=C(C=C2)C(=NN3)C=CC4=CC=CC=N4. Drug 2: C1C(C(OC1N2C=NC3=C(N=C(N=C32)Cl)N)CO)O. Cell line: NCI-H522. Synergy scores: CSS=13.3, Synergy_ZIP=-3.16, Synergy_Bliss=0.247, Synergy_Loewe=0.306, Synergy_HSA=0.790. (6) Synergy scores: CSS=40.0, Synergy_ZIP=1.63, Synergy_Bliss=2.03, Synergy_Loewe=-56.7, Synergy_HSA=-1.06. Drug 1: CC=C1C(=O)NC(C(=O)OC2CC(=O)NC(C(=O)NC(CSSCCC=C2)C(=O)N1)C(C)C)C(C)C. Drug 2: C1=CC=C(C(=C1)C(C2=CC=C(C=C2)Cl)C(Cl)Cl)Cl. Cell line: HT29. (7) Drug 1: C1=CN(C=N1)CC(O)(P(=O)(O)O)P(=O)(O)O. Drug 2: CC1C(C(CC(O1)OC2CC(CC3=C2C(=C4C(=C3O)C(=O)C5=C(C4=O)C(=CC=C5)OC)O)(C(=O)CO)O)N)O.Cl. Cell line: K-562. Synergy scores: CSS=27.4, Synergy_ZIP=-2.35, Synergy_Bliss=-3.79, Synergy_Loewe=-23.8, Synergy_HSA=-2.12. (8) Drug 1: CCC1(CC2CC(C3=C(CCN(C2)C1)C4=CC=CC=C4N3)(C5=C(C=C6C(=C5)C78CCN9C7C(C=CC9)(C(C(C8N6C)(C(=O)OC)O)OC(=O)C)CC)OC)C(=O)OC)O.OS(=O)(=O)O. Drug 2: C1=NC(=NC(=O)N1C2C(C(C(O2)CO)O)O)N. Cell line: SF-539. Synergy scores: CSS=9.86, Synergy_ZIP=-7.56, Synergy_Bliss=-9.91, Synergy_Loewe=-9.80, Synergy_HSA=-9.52. (9) Drug 1: C1=CC(=CC=C1C#N)C(C2=CC=C(C=C2)C#N)N3C=NC=N3. Drug 2: COCCOC1=C(C=C2C(=C1)C(=NC=N2)NC3=CC=CC(=C3)C#C)OCCOC.Cl. Cell line: NCI-H226. Synergy scores: CSS=-1.38, Synergy_ZIP=-1.24, Synergy_Bliss=-4.36, Synergy_Loewe=-3.06, Synergy_HSA=-3.65. (10) Synergy scores: CSS=6.05, Synergy_ZIP=-1.54, Synergy_Bliss=0.323, Synergy_Loewe=-5.72, Synergy_HSA=-1.12. Drug 2: C1CN(P(=O)(OC1)NCCCl)CCCl. Cell line: DU-145. Drug 1: C1CCC(CC1)NC(=O)N(CCCl)N=O.